This data is from Forward reaction prediction with 1.9M reactions from USPTO patents (1976-2016). The task is: Predict the product of the given reaction. (1) Given the reactants [O:1]1[C:5]2[CH:6]=[CH:7][C:8]([C:10]3[S:11][CH:12]=[C:13]([C:15]([OH:17])=O)[N:14]=3)=[CH:9][C:4]=2[CH2:3][CH2:2]1.[NH:18]1[C:22]([NH2:23])=[N:21][CH:20]=[N:19]1.F[P-](F)(F)(F)(F)F.N1([O:40]C(N(C)C)=[N+](C)C)C2C=CC=CC=2N=N1.N1C=[CH:52][CH:51]=[CH:50][CH:49]=1, predict the reaction product. The product is: [O:1]1[C:5]2[CH:6]=[CH:7][C:8]([C:10]3[S:11][CH:12]=[C:13]([C:15]([NH:23][C:22]4[NH:18][N:19]=[C:20]([C:49]5[O:40][CH:52]=[CH:51][CH:50]=5)[N:21]=4)=[O:17])[N:14]=3)=[CH:9][C:4]=2[CH2:3][CH2:2]1. (2) Given the reactants [N+:1]([C:4]1[CH:9]=[CH:8][CH:7]=[C:6]([CH:10]([CH2:15][N+:16]([O-])=O)[CH2:11][N+:12]([O-])=O)[CH:5]=1)([O-])=O.[H][H], predict the reaction product. The product is: [NH2:1][C:4]1[CH:5]=[C:6]([CH:10]([CH2:15][NH2:16])[CH2:11][NH2:12])[CH:7]=[CH:8][CH:9]=1. (3) Given the reactants C([O:3][C:4]([C:6]1([NH:15][C:16](=[O:25])[C:17]2[CH:22]=[CH:21][C:20]([CH3:23])=[CH:19][C:18]=2[CH3:24])[CH2:14][C:13]2[C:8](=[CH:9][CH:10]=[CH:11][CH:12]=2)[CH2:7]1)=[O:5])C.[OH-].[K+].O, predict the reaction product. The product is: [CH3:24][C:18]1[CH:19]=[C:20]([CH3:23])[CH:21]=[CH:22][C:17]=1[C:16]([NH:15][C:6]1([C:4]([OH:5])=[O:3])[CH2:14][C:13]2[C:8](=[CH:9][CH:10]=[CH:11][CH:12]=2)[CH2:7]1)=[O:25]. (4) Given the reactants [Cl:1][C:2]1[CH:28]=[CH:27][C:5]([O:6][C@H:7]([C:21]2[CH:26]=[CH:25][CH:24]=[CH:23][CH:22]=2)[C@H:8]2[O:13][CH2:12][CH2:11][N:10]([C:14]([O:16][C:17]([CH3:20])([CH3:19])[CH3:18])=[O:15])[CH2:9]2)=[C:4]([O:29][CH3:30])[CH:3]=1.C([C@@H]1OCCN(C(OC(C)(C)C)=O)C1)(=O)C1C=CC=CC=1.[Cl:52][C:53]1[CH:79]=[CH:78][C:56]([O:57][C@H:58]([C:72]2[CH:77]=[CH:76][CH:75]=[CH:74][CH:73]=2)[C@@H:59]2[O:64][CH2:63][CH2:62][N:61](C(OC(C)(C)C)=O)[CH2:60]2)=[C:55]([O:80][CH3:81])[CH:54]=1.Cl, predict the reaction product. The product is: [Cl:1][C:2]1[CH:28]=[CH:27][C:5]([O:6][C@H:7]([C:21]2[CH:22]=[CH:23][CH:24]=[CH:25][CH:26]=2)[C@@H:8]2[O:13][CH2:12][CH2:11][N:10]([C:14]([O:16][C:17]([CH3:20])([CH3:19])[CH3:18])=[O:15])[CH2:9]2)=[C:4]([O:29][CH3:30])[CH:3]=1.[Cl:52][C:53]1[CH:79]=[CH:78][C:56]([O:57][C@H:58]([C:72]2[CH:77]=[CH:76][CH:75]=[CH:74][CH:73]=2)[C@@H:59]2[O:64][CH2:63][CH2:62][NH:61][CH2:60]2)=[C:55]([O:80][CH3:81])[CH:54]=1. (5) Given the reactants Br.[N:2]1[CH:7]=[CH:6][CH:5]=[C:4]([O:8][C:9]2[CH:14]=[CH:13][C:12]([C:15]3[O:19][C:18]([NH2:20])=[N:17][N:16]=3)=[CH:11][CH:10]=2)[CH:3]=1.[F:21][C:22]([F:33])([F:32])[C:23]1[CH:24]=[C:25]([CH:29]=[CH:30][CH:31]=1)[C:26](Cl)=[O:27], predict the reaction product. The product is: [N:2]1[CH:7]=[CH:6][CH:5]=[C:4]([O:8][C:9]2[CH:10]=[CH:11][C:12]([C:15]3[O:19][C:18]([NH:20][C:26](=[O:27])[C:25]4[CH:29]=[CH:30][CH:31]=[C:23]([C:22]([F:21])([F:32])[F:33])[CH:24]=4)=[N:17][N:16]=3)=[CH:13][CH:14]=2)[CH:3]=1. (6) Given the reactants [CH2:1]([O:3][C:4](=[O:25])[C:5]([N:8]1[C:16]2[C:11](=[CH:12][C:13]([O:17]CC3C=CC=CC=3)=[CH:14][CH:15]=2)[CH:10]=[CH:9]1)([CH3:7])[CH3:6])[CH3:2].[H][H], predict the reaction product. The product is: [CH2:1]([O:3][C:4](=[O:25])[C:5]([N:8]1[C:16]2[C:11](=[CH:12][C:13]([OH:17])=[CH:14][CH:15]=2)[CH:10]=[CH:9]1)([CH3:7])[CH3:6])[CH3:2]. (7) Given the reactants [F:1][C:2]([F:31])([F:30])[C:3]1[CH:4]=[C:5]([C:13](O)([C:25]([F:28])([F:27])[F:26])[CH2:14][C:15]([C:17]2[CH:22]=[CH:21][C:20]([CH3:23])=[C:19]([Cl:24])[CH:18]=2)=[O:16])[CH:6]=[C:7]([C:9]([F:12])([F:11])[F:10])[CH:8]=1.C1(C)C=CC=CC=1.S(Cl)(Cl)=O, predict the reaction product. The product is: [F:30][C:2]([F:1])([F:31])[C:3]1[CH:4]=[C:5]([C:13]([C:25]([F:28])([F:27])[F:26])=[CH:14][C:15]([C:17]2[CH:22]=[CH:21][C:20]([CH3:23])=[C:19]([Cl:24])[CH:18]=2)=[O:16])[CH:6]=[C:7]([C:9]([F:10])([F:11])[F:12])[CH:8]=1.